This data is from Forward reaction prediction with 1.9M reactions from USPTO patents (1976-2016). The task is: Predict the product of the given reaction. (1) Given the reactants [F:1][C:2]1[N:7]=[C:6]([C:8]2[N:9]([CH2:13][C:14]3[N:15]=[CH:16][C:17]([CH:23](NC=O)[CH3:24])=[N:18][C:19]=3[CH2:20][CH2:21][CH3:22])[CH:10]=[CH:11][N:12]=2)[CH:5]=[CH:4][CH:3]=1.[O:28]=P(Cl)(Cl)Cl, predict the reaction product. The product is: [F:1][C:2]1[N:7]=[C:6]([C:8]2[N:9]([CH2:13][C:14]3[N:15]=[CH:16][C:17]([C:23](=[O:28])[CH3:24])=[N:18][C:19]=3[CH2:20][CH2:21][CH3:22])[CH:10]=[CH:11][N:12]=2)[CH:5]=[CH:4][CH:3]=1. (2) Given the reactants [Si:1]([O:8][C@H:9]([C@H:13]([CH3:37])/[CH:14]=[CH:15]/[CH2:16][O:17][C:18]([C:31]1[CH:36]=[CH:35][CH:34]=[CH:33][CH:32]=1)([C:25]1[CH:30]=[CH:29][CH:28]=[CH:27][CH:26]=1)[C:19]1[CH:24]=[CH:23][CH:22]=[CH:21][CH:20]=1)[CH2:10][CH2:11][OH:12])([C:4]([CH3:7])([CH3:6])[CH3:5])([CH3:3])[CH3:2].C(N(CC)CC)C.CC(=CC)C.[O-]Cl=O.[Na+].Cl.[CH3:55][NH:56][O:57][CH3:58].C1CCC(N=C=NC2CCCCC2)CC1, predict the reaction product. The product is: [Si:1]([O:8][C@H:9]([C@H:13]([CH3:37])/[CH:14]=[CH:15]/[CH2:16][O:17][C:18]([C:25]1[CH:30]=[CH:29][CH:28]=[CH:27][CH:26]=1)([C:31]1[CH:36]=[CH:35][CH:34]=[CH:33][CH:32]=1)[C:19]1[CH:20]=[CH:21][CH:22]=[CH:23][CH:24]=1)[CH2:10][C:11]([N:56]([O:57][CH3:58])[CH3:55])=[O:12])([C:4]([CH3:7])([CH3:6])[CH3:5])([CH3:3])[CH3:2]. (3) Given the reactants [C:1]([C:3]1[CH:4]=[CH:5][C:6]([O:12][C:13]2[CH:18]=[C:17]([Cl:19])[CH:16]=[C:15]([Cl:20])[CH:14]=2)=[C:7]([N+:9]([O-])=O)[CH:8]=1)#[N:2].O.O.[Sn](Cl)Cl.C([O-])(O)=O.[Na+], predict the reaction product. The product is: [C:1]([C:3]1[CH:4]=[CH:5][C:6]([O:12][C:13]2[CH:14]=[C:15]([Cl:20])[CH:16]=[C:17]([Cl:19])[CH:18]=2)=[C:7]([CH:8]=1)[NH2:9])#[N:2]. (4) Given the reactants Cl[C:2]1[CH2:6][C@H:5]([CH:7]2[CH2:11][CH2:10][CH2:9][CH2:8]2)[N:4]([C:12]2[CH:19]=[CH:18][C:15]([C:16]#[N:17])=[C:14]([CH3:20])[N:13]=2)[N:3]=1.[CH3:21][O:22][C:23]1[CH:24]=[C:25]([CH:30]=[CH:31][C:32]=1B1OC(C)(C)C(C)(C)O1)[C:26]([O:28][CH3:29])=[O:27], predict the reaction product. The product is: [C:16]([C:15]1[CH:18]=[CH:19][C:12]([N:4]2[C@@H:5]([CH:7]3[CH2:11][CH2:10][CH2:9][CH2:8]3)[CH2:6][C:2]([C:32]3[CH:31]=[CH:30][C:25]([C:26]([O:28][CH3:29])=[O:27])=[CH:24][C:23]=3[O:22][CH3:21])=[N:3]2)=[N:13][C:14]=1[CH3:20])#[N:17]. (5) Given the reactants [C:1]([O:5][CH2:6][CH2:7][CH2:8][CH2:9][CH2:10][CH2:11][CH2:12][CH2:13][CH2:14][CH2:15][CH2:16][CH2:17][CH2:18][CH2:19][CH2:20][CH2:21][CH2:22][CH2:23][CH2:24][CH2:25][CH2:26][CH3:27])(=[O:4])[CH:2]=[CH2:3].[C:28]([O:33][CH2:34][CH2:35][CH2:36][CH2:37][CH2:38][CH2:39][CH2:40][CH2:41][CH2:42][CH2:43][CH2:44][CH3:45])(=[O:32])[C:29]([CH3:31])=[CH2:30].[C:46]1(=[O:52])[O:51][C:49](=[O:50])[CH:48]=[CH:47]1, predict the reaction product. The product is: [C:1]([O:5][CH2:6][CH2:7][CH2:8][CH2:9][CH2:10][CH2:11][CH2:12][CH2:13][CH2:14][CH2:15][CH2:16][CH2:17][CH2:18][CH2:19][CH2:20][CH2:21][CH2:22][CH2:23][CH2:24][CH2:25][CH2:26][CH3:27])(=[O:4])[CH:2]=[CH2:3].[C:28]([O:33][CH2:34][CH2:35][CH2:36][CH2:37][CH2:38][CH2:39][CH2:40][CH2:41][CH2:42][CH2:43][CH2:44][CH3:45])(=[O:32])[C:29]([CH3:31])=[CH2:30].[C:49]1(=[O:50])[O:51][C:46](=[O:52])[CH:47]=[CH:48]1. (6) The product is: [Cl:14][C:4]1[N:3]=[C:2]([NH:15][C:16]2[CH:21]=[C:20]([CH:19]=[CH:18][N:17]=2)[C:22]#[N:23])[CH:7]=[C:6]([CH:8]2[CH2:13][CH2:12][O:11][CH2:10][CH2:9]2)[CH:5]=1. Given the reactants Cl[C:2]1[CH:7]=[C:6]([CH:8]2[CH2:13][CH2:12][O:11][CH2:10][CH2:9]2)[CH:5]=[C:4]([Cl:14])[N:3]=1.[NH2:15][C:16]1[CH:21]=[C:20]([C:22]#[N:23])[CH:19]=[CH:18][N:17]=1.C(=O)([O-])[O-].[Cs+].[Cs+].O1CCOCC1, predict the reaction product.